This data is from Forward reaction prediction with 1.9M reactions from USPTO patents (1976-2016). The task is: Predict the product of the given reaction. (1) Given the reactants [N:1]1[CH:6]=[CH:5][CH:4]=[CH:3][C:2]=1[CH2:7][NH:8][C:9]1[CH:14]=[C:13]([O:15][C:16]2[C:25]3[C:20](=[CH:21][CH:22]=[CH:23][CH:24]=3)[C:19]([NH:26]C(=O)OC(C)(C)C)=[CH:18][CH:17]=2)[CH:12]=[CH:11][N:10]=1.C(O)(C(F)(F)F)=O, predict the reaction product. The product is: [NH2:26][C:19]1[C:20]2[C:25](=[CH:24][CH:23]=[CH:22][CH:21]=2)[C:16]([O:15][C:13]2[CH:12]=[CH:11][N:10]=[C:9]([NH:8][CH2:7][C:2]3[CH:3]=[CH:4][CH:5]=[CH:6][N:1]=3)[CH:14]=2)=[CH:17][CH:18]=1. (2) Given the reactants [F:1][C:2]1[CH:20]=[CH:19][CH:18]=[CH:17][C:3]=1[CH2:4][O:5][C:6]1[CH:7]=[C:8]([CH:13]=[C:14]([OH:16])[CH:15]=1)[C:9]([O:11][CH3:12])=[O:10].Br[CH2:22][C:23]([O:25][C:26]([CH3:29])([CH3:28])[CH3:27])=[O:24].C(=O)([O-])[O-].[K+].[K+], predict the reaction product. The product is: [C:26]([O:25][C:23](=[O:24])[CH2:22][O:16][C:14]1[CH:13]=[C:8]([CH:7]=[C:6]([O:5][CH2:4][C:3]2[CH:17]=[CH:18][CH:19]=[CH:20][C:2]=2[F:1])[CH:15]=1)[C:9]([O:11][CH3:12])=[O:10])([CH3:29])([CH3:28])[CH3:27].